Dataset: Peptide-MHC class I binding affinity with 185,985 pairs from IEDB/IMGT. Task: Regression. Given a peptide amino acid sequence and an MHC pseudo amino acid sequence, predict their binding affinity value. This is MHC class I binding data. (1) The peptide sequence is AVYSSSMVK. The MHC is HLA-A11:01 with pseudo-sequence HLA-A11:01. The binding affinity (normalized) is 0.818. (2) The peptide sequence is ILYKRETTR. The MHC is HLA-A33:01 with pseudo-sequence HLA-A33:01. The binding affinity (normalized) is 0.558. (3) The peptide sequence is EFTSFFYRY. The MHC is HLA-A01:01 with pseudo-sequence HLA-A01:01. The binding affinity (normalized) is 0.0847. (4) The peptide sequence is QAGFFLLTR. The MHC is Patr-A0101 with pseudo-sequence Patr-A0101. The binding affinity (normalized) is 0.373.